This data is from Full USPTO retrosynthesis dataset with 1.9M reactions from patents (1976-2016). The task is: Predict the reactants needed to synthesize the given product. Given the product [OH:39][CH2:38][C@H:33]([NH:32][C:3](=[O:12])[C:4]1[CH:9]=[C:8]([C:24]2[CH:25]=[CH:26][C:21]([O:20][C:19]([F:31])([F:30])[F:18])=[CH:22][CH:23]=2)[C:7]([N:13]2[CH2:17][CH2:16][CH2:15][CH2:14]2)=[N:6][CH:5]=1)[CH2:34][CH:35]([CH3:37])[CH3:36], predict the reactants needed to synthesize it. The reactants are: CO[C:3](=[O:12])[C:4]1[CH:9]=[C:8](Br)[C:7](Cl)=[N:6][CH:5]=1.[NH:13]1[CH2:17][CH2:16][CH2:15][CH2:14]1.[F:18][C:19]([F:31])([F:30])[O:20][C:21]1[CH:26]=[CH:25][C:24](B(O)O)=[CH:23][CH:22]=1.[NH2:32][C@@H:33]([CH2:38][OH:39])[CH2:34][CH:35]([CH3:37])[CH3:36].